From a dataset of Full USPTO retrosynthesis dataset with 1.9M reactions from patents (1976-2016). Predict the reactants needed to synthesize the given product. (1) Given the product [CH3:34][N:2]([CH3:1])[C:3]1[C:32]([CH3:33])=[CH:31][C:6]2[N:7]=[C:8]3[C:13]([N:14]([CH2:15][CH2:16][CH2:17][CH2:18][CH2:19][CH2:20][P:21](=[O:22])([OH:28])[OH:25])[C:5]=2[CH:4]=1)=[N:12][C:11](=[O:29])[NH:10][C:9]3=[O:30], predict the reactants needed to synthesize it. The reactants are: [CH3:1][N:2]([CH3:34])[C:3]1[C:32]([CH3:33])=[CH:31][C:6]2[N:7]=[C:8]3[C:13]([N:14]([CH2:15][CH2:16][CH2:17][CH2:18][CH2:19][CH2:20][P:21](=[O:28])([O:25]CC)[O:22]CC)[C:5]=2[CH:4]=1)=[N:12][C:11](=[O:29])[NH:10][C:9]3=[O:30]. (2) Given the product [ClH:39].[CH2:1]([O:8][C:9]1[C:10]([NH:16][C:17]2[S:18][CH:19]=[C:20]([CH3:22])[N:21]=2)=[N:11][CH:12]=[C:13]([C:30]([C:33]2[CH:38]=[CH:37][CH:36]=[CH:35][CH:34]=2)=[CH2:31])[CH:14]=1)[C:2]1[CH:7]=[CH:6][CH:5]=[CH:4][CH:3]=1, predict the reactants needed to synthesize it. The reactants are: [CH2:1]([O:8][C:9]1[C:10]([NH:16][C:17]2[S:18][CH:19]=[C:20]([CH3:22])[N:21]=2)=[N:11][CH:12]=[C:13](Br)[CH:14]=1)[C:2]1[CH:7]=[CH:6][CH:5]=[CH:4][CH:3]=1.[Li]C.C([Li])CCC.[C:30]([C:33]1[CH:38]=[CH:37][CH:36]=[CH:35][CH:34]=1)(=O)[CH3:31].[ClH:39].C(=O)(O)[O-].[Na+]. (3) Given the product [CH3:8][O:9][C:10]1[C:15]2[O:16][C:17]3[CH:22]=[CH:21][CH:20]=[CH:19][C:18]=3[C:14]=2[C:13]([S:23]([NH:1][C:2]2[CH:7]=[CH:6][N:5]=[CH:4][CH:3]=2)(=[O:25])=[O:24])=[CH:12][CH:11]=1, predict the reactants needed to synthesize it. The reactants are: [NH2:1][C:2]1[CH:7]=[CH:6][N:5]=[CH:4][CH:3]=1.[CH3:8][O:9][C:10]1[C:15]2[O:16][C:17]3[CH:22]=[CH:21][CH:20]=[CH:19][C:18]=3[C:14]=2[C:13]([S:23](Cl)(=[O:25])=[O:24])=[CH:12][CH:11]=1.C(N(CC)CC)C.CO.